This data is from Full USPTO retrosynthesis dataset with 1.9M reactions from patents (1976-2016). The task is: Predict the reactants needed to synthesize the given product. (1) Given the product [C:4]([C:3]1[CH:6]=[CH:7][CH:8]=[CH:9][C:2]=1[O:1][C:15]1[C:16]([C:17]([O:19][CH2:20][CH3:21])=[O:18])=[CH:11][N:12]=[C:13]([C:22]2[CH:27]=[CH:26][CH:25]=[CH:24][CH:23]=2)[N:14]=1)#[N:5], predict the reactants needed to synthesize it. The reactants are: [OH:1][C:2]1[CH:9]=[CH:8][CH:7]=[CH:6][C:3]=1[C:4]#[N:5].Cl[C:11]1[C:16]([C:17]([O:19][CH2:20][CH3:21])=[O:18])=[CH:15][N:14]=[C:13]([C:22]2[CH:27]=[CH:26][CH:25]=[CH:24][CH:23]=2)[N:12]=1.C(=O)([O-])[O-].[K+].[K+]. (2) Given the product [C:1]([C:5]1[CH:10]=[CH:9][C:8]([C:11]2[C:12]3=[N:17][S:21](=[O:23])(=[O:22])[CH2:20][CH2:19][N:13]3[CH:14]=[CH:15][CH:16]=2)=[CH:7][CH:6]=1)([CH3:4])([CH3:2])[CH3:3], predict the reactants needed to synthesize it. The reactants are: [C:1]([C:5]1[CH:10]=[CH:9][C:8]([C:11]2[C:12]([NH2:17])=[N:13][CH:14]=[CH:15][CH:16]=2)=[CH:7][CH:6]=1)([CH3:4])([CH3:3])[CH3:2].Cl[CH2:19][CH2:20][S:21](Cl)(=[O:23])=[O:22].O. (3) The reactants are: C1COCC1.[O:6]=[C:7]1[N:19]([CH:20]2[CH2:25][CH2:24][N:23]([C:26]([NH:28][C@H:29]([CH2:35][C:36]3[CH:45]=[CH:44][C:43]4[CH2:42][CH2:41][CH2:40][CH2:39][C:38]=4[CH:37]=3)[C:30]([O:32]CC)=[O:31])=[O:27])[CH2:22][CH2:21]2)[C:10]2[CH:11]=[N:12][C:13]3[CH:14]=[CH:15][CH:16]=[CH:17][C:18]=3[C:9]=2[NH:8]1.O.[OH-].[Li+]. Given the product [O:6]=[C:7]1[N:19]([CH:20]2[CH2:21][CH2:22][N:23]([C:26]([NH:28][C@H:29]([CH2:35][C:36]3[CH:45]=[CH:44][C:43]4[CH2:42][CH2:41][CH2:40][CH2:39][C:38]=4[CH:37]=3)[C:30]([OH:32])=[O:31])=[O:27])[CH2:24][CH2:25]2)[C:10]2[CH:11]=[N:12][C:13]3[CH:14]=[CH:15][CH:16]=[CH:17][C:18]=3[C:9]=2[NH:8]1, predict the reactants needed to synthesize it. (4) Given the product [OH:1][C@@H:2]1[CH2:6][CH2:5][N:4]([C:7]([C:9]2[CH:10]=[C:11]([C:22]([OH:24])=[O:23])[CH:12]=[C:13]([C:15]3[CH:20]=[CH:19][C:18]([CH3:21])=[CH:17][CH:16]=3)[CH:14]=2)=[O:8])[CH2:3]1, predict the reactants needed to synthesize it. The reactants are: [OH:1][C@@H:2]1[CH2:6][CH2:5][N:4]([C:7]([C:9]2[CH:10]=[C:11]([C:22]([O:24]CC)=[O:23])[CH:12]=[C:13]([C:15]3[CH:20]=[CH:19][C:18]([CH3:21])=[CH:17][CH:16]=3)[CH:14]=2)=[O:8])[CH2:3]1.[OH-].[Li+].CO. (5) Given the product [Cl:22][CH2:15][C:13]1[N:14]=[C:10]2[N:11]([C:2]([NH2:1])=[N:3][C:4]3[C:5]([CH2:17][O:18][CH3:19])=[CH:6][CH:7]=[CH:8][C:9]=32)[N:12]=1, predict the reactants needed to synthesize it. The reactants are: [NH2:1][C:2]1[N:11]2[N:12]=[C:13]([CH2:15]O)[N:14]=[C:10]2[C:9]2[CH:8]=[CH:7][CH:6]=[C:5]([CH2:17][O:18][CH3:19])[C:4]=2[N:3]=1.S(Cl)([Cl:22])=O. (6) Given the product [C:1]1([C:20]2[O:24][C:23]([C:25]([OH:27])=[O:26])=[CH:22][CH:21]=2)[CH:6]=[CH:5][C:4]([C:23]2[O:24][C:20]([C:13]([OH:15])=[O:16])=[CH:21][CH:22]=2)=[CH:3][CH:2]=1, predict the reactants needed to synthesize it. The reactants are: [C:1]1(B(O)O)[CH:6]=[CH:5][C:4](B(O)O)=[CH:3][CH:2]=1.[C:13](=[O:16])([O-:15])[O-].[Cs+].[Cs+].Br[C:20]1[O:24][C:23]([C:25]([OH:27])=[O:26])=[CH:22][CH:21]=1. (7) Given the product [CH2:26]([NH:7][CH2:8][CH2:9][C:10]1[CH:15]=[CH:14][C:13]([O:16][C:17]2[CH:22]=[CH:21][C:20]([C:23]([NH2:24])=[O:37])=[C:19]([Cl:25])[CH:18]=2)=[CH:12][CH:11]=1)[C:27]1[CH:28]=[CH:29][CH:30]=[CH:31][CH:32]=1, predict the reactants needed to synthesize it. The reactants are: C(OC(=O)[N:7]([CH2:26][C:27]1[CH:32]=[CH:31][CH:30]=[CH:29][CH:28]=1)[CH2:8][CH2:9][C:10]1[CH:15]=[CH:14][C:13]([O:16][C:17]2[CH:22]=[CH:21][C:20]([C:23]#[N:24])=[C:19]([Cl:25])[CH:18]=2)=[CH:12][CH:11]=1)(C)(C)C.OO.C([O-])([O-])=[O:37].[K+].[K+].FC(F)(F)C(O)=O. (8) Given the product [C:1]([N:4]1[CH2:13][CH2:12][C:11]2[C:6](=[CH:7][C:8]([C:14]3[N:23]([S:24]([C:27]4[CH:32]=[CH:31][CH:30]=[CH:29][CH:28]=4)(=[O:26])=[O:25])[C:17]4=[N:18][CH:19]=[CH:20][C:21]([C:34]5[C:35]([C:41]6[CH:46]=[CH:45][C:44]([NH:47][C:48](=[O:52])[N:49]([CH3:51])[CH3:50])=[CH:43][CH:42]=6)=[N:36][N:37]([CH2:39][CH3:40])[CH:38]=5)=[C:16]4[CH:15]=3)=[CH:9][CH:10]=2)[CH2:5]1)(=[O:3])[CH3:2], predict the reactants needed to synthesize it. The reactants are: [C:1]([N:4]1[CH2:13][CH2:12][C:11]2[C:6](=[CH:7][C:8]([C:14]3[N:23]([S:24]([C:27]4[CH:32]=[CH:31][CH:30]=[CH:29][CH:28]=4)(=[O:26])=[O:25])[C:17]4=[N:18][CH:19]=[CH:20][C:21](Br)=[C:16]4[CH:15]=3)=[CH:9][CH:10]=2)[CH2:5]1)(=[O:3])[CH3:2].Br[C:34]1[C:35]([C:41]2[CH:46]=[CH:45][C:44]([NH:47][C:48](=[O:52])[N:49]([CH3:51])[CH3:50])=[CH:43][CH:42]=2)=[N:36][N:37]([CH2:39][CH3:40])[CH:38]=1.